Predict the product of the given reaction. From a dataset of Forward reaction prediction with 1.9M reactions from USPTO patents (1976-2016). (1) Given the reactants C([NH:8][C@H:9]([C:14]([NH:16][C:17]1[CH:18]=[C:19]2[C:27](=[CH:28][CH:29]=1)[C:26]1[S:25][C:24]([C:30]#N)=[N:23][C:22]=1[CH:21]=[CH:20]2)=[O:15])[CH2:10][CH:11]([CH3:13])[CH3:12])(OC(C)(C)C)=O.C1(SC)C=CC=CC=1.FC(F)(F)C(O)=O.O.Cl.[NH2:49][C@@H:50]([C:53]([OH:55])=[O:54])[CH2:51][SH:52].C(=O)([O-])[O-].[K+].[K+], predict the reaction product. The product is: [NH2:8][C@H:9]([C:14]([NH:16][C:17]1[CH:18]=[C:19]2[C:27](=[CH:28][CH:29]=1)[C:26]1[S:25][C:24]([C:30]3[S:52][CH2:51][CH:50]([C:53]([OH:55])=[O:54])[N:49]=3)=[N:23][C:22]=1[CH:21]=[CH:20]2)=[O:15])[CH2:10][CH:11]([CH3:12])[CH3:13]. (2) Given the reactants [Br:1][C:2]1[CH:11]=[C:10]2[C:5]([CH2:6][CH:7]([CH3:12])[NH:8][CH2:9]2)=[CH:4][CH:3]=1.[NH2:13][C:14]1[N:19]=[C:18](Cl)[CH:17]=[C:16]([Cl:21])[N:15]=1, predict the reaction product. The product is: [Br:1][C:2]1[CH:11]=[C:10]2[C:5]([CH2:6][CH:7]([CH3:12])[N:8]([C:18]3[CH:17]=[C:16]([Cl:21])[N:15]=[C:14]([NH2:13])[N:19]=3)[CH2:9]2)=[CH:4][CH:3]=1. (3) Given the reactants [NH2:1][C:2]([NH:4][C:5]1[CH:9]=[C:8](Br)[S:7][C:6]=1[C:11]([NH2:13])=[O:12])=[O:3].C(=O)(O)[O-].[Na+].[CH:19]([C:21]1[CH:22]=[C:23](B(O)O)[CH:24]=[CH:25][CH:26]=1)=[O:20], predict the reaction product. The product is: [NH2:1][C:2]([NH:4][C:5]1[CH:9]=[C:8]([C:24]2[CH:23]=[CH:22][C:21]([CH:19]=[O:20])=[CH:26][CH:25]=2)[S:7][C:6]=1[C:11]([NH2:13])=[O:12])=[O:3]. (4) Given the reactants [CH:1]1[C:10]2[C@H:11]3[CH2:16][NH:15][CH2:14][CH2:13][C@H:12]3[N:8]3[C:9]=2[C:4]([CH2:5][CH2:6][CH2:7]3)=[CH:3][CH:2]=1.Cl[CH2:18][CH2:19][CH2:20][C:21]([C:23]1[CH:28]=[CH:27][CH:26]=[CH:25][C:24]=1[NH2:29])=[O:22].C([O-])([O-])=O.[K+].[K+], predict the reaction product. The product is: [CH:1]1[C:10]2[C@H:11]3[CH2:16][N:15]([CH2:18][CH2:19][CH2:20][C:21]([C:23]4[CH:28]=[CH:27][CH:26]=[CH:25][C:24]=4[NH2:29])=[O:22])[CH2:14][CH2:13][C@H:12]3[N:8]3[C:9]=2[C:4]([CH2:5][CH2:6][CH2:7]3)=[CH:3][CH:2]=1. (5) Given the reactants [F:1][C:2]([F:14])([F:13])[C:3]1[N:8]=[C:7]([CH3:9])[C:6]([C:10](Cl)=[O:11])=[CH:5][CH:4]=1.[Cl:15][C:16]1[CH:22]=[CH:21][C:19]([NH2:20])=[CH:18][C:17]=1[C:23]1[CH:28]=[CH:27][CH:26]=[CH:25][N:24]=1.CCOC(C)=O, predict the reaction product. The product is: [Cl:15][C:16]1[CH:22]=[CH:21][C:19]([NH:20][C:10]([C:6]2[C:7]([CH3:9])=[N:8][C:3]([C:2]([F:14])([F:13])[F:1])=[CH:4][CH:5]=2)=[O:11])=[CH:18][C:17]=1[C:23]1[CH:28]=[CH:27][CH:26]=[CH:25][N:24]=1. (6) The product is: [NH2:2][C:3]1[C:4]2[C:14]([O:15][CH2:16][C@H:17]3[CH2:22][CH2:21][CH2:20][CH2:19][N:18]3[C:30](=[O:31])[CH2:29][C:24]3[N:25]=[CH:26][CH:27]=[CH:28][N:23]=3)=[CH:13][CH:12]=[CH:11][C:5]=2[NH:6][S:7](=[O:9])(=[O:10])[N:8]=1. Given the reactants Cl.[NH2:2][C:3]1[C:4]2[C:14]([O:15][CH2:16][C@H:17]3[CH2:22][CH2:21][CH2:20][CH2:19][NH2+:18]3)=[CH:13][CH:12]=[CH:11][C:5]=2[NH:6][S:7](=[O:10])(=[O:9])[N:8]=1.[N:23]1[CH:28]=[CH:27][CH:26]=[N:25][C:24]=1[CH2:29][C:30](O)=[O:31], predict the reaction product. (7) Given the reactants [Br:1][C:2]1[CH:3]=[C:4]([N:8]2[C:12]3[N:13]=[CH:14][N:15]=[C:16](Cl)[C:11]=3[CH:10]=[CH:9]2)[CH:5]=[CH:6][CH:7]=1.N12CCN(CC1)CC2.C(=O)([O-])[O-:27].[K+].[K+].O1CCOCC1, predict the reaction product. The product is: [Br:1][C:2]1[CH:3]=[C:4]([N:8]2[C:12]3[N:13]=[CH:14][NH:15][C:16](=[O:27])[C:11]=3[CH:10]=[CH:9]2)[CH:5]=[CH:6][CH:7]=1. (8) Given the reactants [C:1]([C:5]1[CH:10]=[CH:9][C:8]([NH:11][C:12](=[O:20])[C:13]2[CH:18]=[CH:17][CH:16]=[N:15][C:14]=2F)=[CH:7][CH:6]=1)([CH3:4])([CH3:3])[CH3:2].Cl.Cl.[NH:23]1[C:27]2=[N:28][C:29]([CH2:32][NH2:33])=[CH:30][CH:31]=[C:26]2[CH:25]=[CH:24]1, predict the reaction product. The product is: [C:1]([C:5]1[CH:10]=[CH:9][C:8]([NH:11][C:12](=[O:20])[C:13]2[CH:18]=[CH:17][CH:16]=[N:15][C:14]=2[NH:33][CH2:32][C:29]2[N:28]=[C:27]3[NH:23][CH:24]=[CH:25][C:26]3=[CH:31][CH:30]=2)=[CH:7][CH:6]=1)([CH3:4])([CH3:3])[CH3:2].